From a dataset of Forward reaction prediction with 1.9M reactions from USPTO patents (1976-2016). Predict the product of the given reaction. Given the reactants [CH3:1][C:2]1([CH3:29])[O:6][C@H:5]([CH2:7][N:8]2[CH:12]=[CH:11][C:10]([NH:13][C:14](=[O:28])[CH:15]([N:20]3[C:25](=[O:26])[CH:24]=[C:23](I)[CH:22]=[N:21]3)[CH2:16][CH:17]([CH3:19])[CH3:18])=[N:9]2)[CH2:4][O:3]1.[Cl:30][C:31]1[C:36]([O:37][CH3:38])=[CH:35][CH:34]=[CH:33][C:32]=1[OH:39], predict the reaction product. The product is: [CH3:1][C:2]1([CH3:29])[O:6][C@H:5]([CH2:7][N:8]2[CH:12]=[CH:11][C:10]([NH:13][C:14](=[O:28])[CH:15]([N:20]3[C:25](=[O:26])[CH:24]=[C:23]([O:39][C:32]4[CH:33]=[CH:34][CH:35]=[C:36]([O:37][CH3:38])[C:31]=4[Cl:30])[CH:22]=[N:21]3)[CH2:16][CH:17]([CH3:19])[CH3:18])=[N:9]2)[CH2:4][O:3]1.